From a dataset of NCI-60 drug combinations with 297,098 pairs across 59 cell lines. Regression. Given two drug SMILES strings and cell line genomic features, predict the synergy score measuring deviation from expected non-interaction effect. (1) Drug 1: CC1=CC=C(C=C1)C2=CC(=NN2C3=CC=C(C=C3)S(=O)(=O)N)C(F)(F)F. Drug 2: C1C(C(OC1N2C=NC(=NC2=O)N)CO)O. Cell line: NCI-H522. Synergy scores: CSS=11.4, Synergy_ZIP=-6.27, Synergy_Bliss=-3.35, Synergy_Loewe=-10.1, Synergy_HSA=-0.439. (2) Drug 1: C1=CC(=CC=C1CCC2=CNC3=C2C(=O)NC(=N3)N)C(=O)NC(CCC(=O)O)C(=O)O. Drug 2: C1=CC(=CC=C1C#N)C(C2=CC=C(C=C2)C#N)N3C=NC=N3. Cell line: OVCAR-5. Synergy scores: CSS=18.9, Synergy_ZIP=-3.04, Synergy_Bliss=0.193, Synergy_Loewe=-10.7, Synergy_HSA=0.115. (3) Cell line: RXF 393. Drug 1: CC(C1=C(C=CC(=C1Cl)F)Cl)OC2=C(N=CC(=C2)C3=CN(N=C3)C4CCNCC4)N. Drug 2: C1=NC(=NC(=O)N1C2C(C(C(O2)CO)O)O)N. Synergy scores: CSS=15.6, Synergy_ZIP=-4.72, Synergy_Bliss=-1.76, Synergy_Loewe=-11.2, Synergy_HSA=-0.530. (4) Drug 1: CS(=O)(=O)CCNCC1=CC=C(O1)C2=CC3=C(C=C2)N=CN=C3NC4=CC(=C(C=C4)OCC5=CC(=CC=C5)F)Cl. Drug 2: CS(=O)(=O)OCCCCOS(=O)(=O)C. Cell line: HOP-62. Synergy scores: CSS=8.68, Synergy_ZIP=-8.13, Synergy_Bliss=-11.1, Synergy_Loewe=-1.24, Synergy_HSA=-4.53. (5) Drug 1: C1=CC(=C2C(=C1NCCNCCO)C(=O)C3=C(C=CC(=C3C2=O)O)O)NCCNCCO. Drug 2: CC1OCC2C(O1)C(C(C(O2)OC3C4COC(=O)C4C(C5=CC6=C(C=C35)OCO6)C7=CC(=C(C(=C7)OC)O)OC)O)O. Cell line: PC-3. Synergy scores: CSS=36.0, Synergy_ZIP=5.22, Synergy_Bliss=4.80, Synergy_Loewe=8.91, Synergy_HSA=10.4. (6) Drug 1: C#CCC(CC1=CN=C2C(=N1)C(=NC(=N2)N)N)C3=CC=C(C=C3)C(=O)NC(CCC(=O)O)C(=O)O. Drug 2: CC1C(C(CC(O1)OC2CC(CC3=C2C(=C4C(=C3O)C(=O)C5=CC=CC=C5C4=O)O)(C(=O)C)O)N)O. Cell line: K-562. Synergy scores: CSS=46.3, Synergy_ZIP=-10.3, Synergy_Bliss=-10.2, Synergy_Loewe=-1.36, Synergy_HSA=-0.628. (7) Drug 1: C1=CC(=CC=C1CC(C(=O)O)N)N(CCCl)CCCl.Cl. Drug 2: C1CCC(C(C1)N)N.C(=O)(C(=O)[O-])[O-].[Pt+4]. Cell line: RPMI-8226. Synergy scores: CSS=49.3, Synergy_ZIP=-5.19, Synergy_Bliss=2.10, Synergy_Loewe=-10.4, Synergy_HSA=0.544.